This data is from Forward reaction prediction with 1.9M reactions from USPTO patents (1976-2016). The task is: Predict the product of the given reaction. (1) Given the reactants C[Al](C)C.C1(C)C=CC=CC=1.C(N(CC)C(C)C)(C)C.[C:21](Br)(=[O:23])[CH3:22].[CH:25](=[O:30])[CH2:26][CH:27]([CH3:29])[CH3:28], predict the reaction product. The product is: [CH2:26]([C@@H:25]1[O:30][C:21](=[O:23])[CH2:22]1)[CH:27]([CH3:29])[CH3:28]. (2) The product is: [Cl:1][C:2]1[N:7]([CH2:11][CH:12]([CH3:14])[CH3:13])[C:6](=[O:8])[N:5]([CH3:9])[C:4](=[O:10])[CH:3]=1. Given the reactants [Cl:1][C:2]1[NH:7][C:6](=[O:8])[N:5]([CH3:9])[C:4](=[O:10])[CH:3]=1.[CH2:11](I)[CH:12]([CH3:14])[CH3:13].C(=O)([O-])[O-].[K+].[K+], predict the reaction product. (3) Given the reactants [CH3:1][C:2]([NH:5][CH2:6][C:7]([NH:9][C:10]1[CH:11]=[C:12]([N:40]([CH3:42])[CH3:41])[C:13]2[CH2:25][C@@H:24]3[C:19](=[C:20]([OH:39])[C@:21]4([OH:38])[C:29](=[O:30])[C:28]([C:31]([NH2:33])=[O:32])=[C:27]([OH:34])[C@@H:26]([N:35]([CH3:37])[CH3:36])[C@@H:22]4[CH2:23]3)[C:17](=[O:18])[C:14]=2[C:15]=1[OH:16])=[O:8])([CH3:4])[CH3:3].[ClH:43], predict the reaction product. The product is: [CH3:4][C:2]([NH:5][CH2:6][C:7]([NH:9][C:10]1[CH:11]=[C:12]([N:40]([CH3:42])[CH3:41])[C:13]2[CH2:25][C@@H:24]3[C:19](=[C:20]([OH:39])[C@:21]4([OH:38])[C:29](=[O:30])[C:28]([C:31]([NH2:33])=[O:32])=[C:27]([OH:34])[C@@H:26]([N:35]([CH3:37])[CH3:36])[C@@H:22]4[CH2:23]3)[C:17](=[O:18])[C:14]=2[C:15]=1[OH:16])=[O:8])([CH3:1])[CH3:3].[CH3:4][C:2]([NH:5][CH2:6][C:7]([NH:9][C:10]1[CH:11]=[C:12]([N:40]([CH3:42])[CH3:41])[C:13]2[CH2:25][C@@H:24]3[C:19](=[C:17]([OH:18])[C:14]=2[C:15]=1[OH:16])[C:20](=[O:39])[C@@:21]1([OH:38])[C@H:22]([C@H:26]([N:35]([CH3:36])[CH3:37])[C:27]([C:28]([C:31]([NH2:33])=[O:32])=[C:29]1[OH:30])=[O:34])[CH2:23]3)=[O:8])([CH3:1])[CH3:3].[ClH:43]. (4) Given the reactants [NH2:1][C:2]1[CH:15]=[C:14]2[C:9]([N:10]=[CH:11][CH:12]=[CH:13]2)=[C:8]2[C:3]=1[CH:4]=[CH:5][CH:6]=[N:7]2.CCN(C(C)C)C(C)C.[CH3:25][O:26][C:27](=[O:34])[CH2:28][CH2:29][CH2:30][C:31](Cl)=[O:32], predict the reaction product. The product is: [CH3:25][O:26][C:27](=[O:34])[CH2:28][CH2:29][CH2:30][C:31](=[O:32])[NH:1][C:2]1[CH:15]=[C:14]2[C:9]([N:10]=[CH:11][CH:12]=[CH:13]2)=[C:8]2[C:3]=1[CH:4]=[CH:5][CH:6]=[N:7]2.